Dataset: Catalyst prediction with 721,799 reactions and 888 catalyst types from USPTO. Task: Predict which catalyst facilitates the given reaction. (1) Reactant: [BrH:1].[F:2][C:3]1([F:53])[CH2:8][CH2:7][CH:6]([C:9]2[C:18]3[C@@H:17]([OH:19])[CH2:16][C:15]([CH3:21])([CH3:20])[CH2:14][C:13]=3[N:12]=[C:11]([CH:22]3[CH2:27][CH2:26][N:25]([C:28]4[N:33]=[CH:32][C:31]([O:34][CH2:35][CH2:36][C:37]([OH:40])([CH3:39])[CH3:38])=[CH:30][N:29]=4)[CH2:24][CH2:23]3)[C:10]=2[C@@H:41]([F:52])[C:42]2[CH:47]=[CH:46][C:45]([C:48]([F:51])([F:50])[F:49])=[CH:44][CH:43]=2)[CH2:5][CH2:4]1. Product: [BrH:1].[F:53][C:3]1([F:2])[CH2:4][CH2:5][CH:6]([C:9]2[C:18]3[C@@H:17]([OH:19])[CH2:16][C:15]([CH3:20])([CH3:21])[CH2:14][C:13]=3[N:12]=[C:11]([CH:22]3[CH2:23][CH2:24][N:25]([C:28]4[N:33]=[CH:32][C:31]([O:34][CH2:35][CH2:36][C:37]([OH:40])([CH3:38])[CH3:39])=[CH:30][N:29]=4)[CH2:26][CH2:27]3)[C:10]=2[C@@H:41]([F:52])[C:42]2[CH:47]=[CH:46][C:45]([C:48]([F:49])([F:51])[F:50])=[CH:44][CH:43]=2)[CH2:7][CH2:8]1. The catalyst class is: 21. (2) Reactant: [F:1][C:2]1[N:6]([CH3:7])[N:5]=[C:4]([CH3:8])[C:3]=1[C:9](Cl)=[O:10].[CH3:12][O:13][C:14]1[C:15]([CH2:22][NH:23][CH:24]2[CH2:26][CH2:25]2)=[N:16][CH:17]=[CH:18][C:19]=1[O:20][CH3:21].C(N(CC)CC)C.CCCCC.C(OCC)(=O)C. Product: [CH:24]1([N:23]([CH2:22][C:15]2[C:14]([O:13][CH3:12])=[C:19]([O:20][CH3:21])[CH:18]=[CH:17][N:16]=2)[C:9]([C:3]2[C:4]([CH3:8])=[N:5][N:6]([CH3:7])[C:2]=2[F:1])=[O:10])[CH2:25][CH2:26]1. The catalyst class is: 4. (3) Reactant: [C:1]1([C:7]2[N:8]=[C:9]([C@H:12]3[CH2:24][C:23]4[C:22]5[C:17](=[CH:18][CH:19]=[CH:20][CH:21]=5)[NH:16][C:15]=4[CH:14]([C@@H:25]4[CH2:29][CH2:28][CH2:27][N:26]4C(OC(C)(C)C)=O)[NH:13]3)[NH:10][CH:11]=2)[CH:6]=[CH:5][CH:4]=[CH:3][CH:2]=1.C(O)(C(F)(F)F)=O. Product: [C:1]1([C:7]2[N:8]=[C:9]([C@H:12]3[CH2:24][C:23]4[C:22]5[C:17](=[CH:18][CH:19]=[CH:20][CH:21]=5)[NH:16][C:15]=4[CH:14]([C@@H:25]4[CH2:29][CH2:28][CH2:27][NH:26]4)[NH:13]3)[NH:10][CH:11]=2)[CH:2]=[CH:3][CH:4]=[CH:5][CH:6]=1. The catalyst class is: 2. (4) Reactant: Br[C:2]1[S:3][CH:4]=[CH:5][C:6]=1[CH2:7][CH2:8][CH2:9][CH2:10][CH2:11][CH2:12][CH2:13][CH3:14].Br[C:16]1[S:25][C:19]2[S:20][C:21](Br)=[C:22]([CH3:23])[C:18]=2[C:17]=1[CH3:26]. Product: [CH2:7]([C:6]1[CH:5]=[CH:4][S:3][C:2]=1[C:16]1[S:25][C:19]2[S:20][C:21]([C:2]3[S:3][CH:4]=[CH:5][C:6]=3[CH2:7][CH2:8][CH2:9][CH2:10][CH2:11][CH2:12][CH2:13][CH3:14])=[C:22]([CH3:23])[C:18]=2[C:17]=1[CH3:26])[CH2:8][CH2:9][CH2:10][CH2:11][CH2:12][CH2:13][CH3:14]. The catalyst class is: 324. (5) Reactant: [CH:1]([N:4]([CH2:8]C)C(C)C)(C)C.ClC(OC1C=CC([N+]([O-])=O)=CC=1)=[O:12].[O:23]=[C:24]1[NH:33][CH:32]([C:34]2[CH:41]=[CH:40][C:37]([C:38]#[N:39])=[CH:36][C:35]=2[CH3:42])[C:31]2[C:30](=[O:43])[CH2:29][CH2:28][CH2:27][C:26]=2[N:25]1[C:44]1[CH:49]=[CH:48][CH:47]=[C:46]([C:50]([F:53])([F:52])[F:51])[CH:45]=1.CN. The catalyst class is: 594. Product: [C:38]([C:37]1[CH:40]=[CH:41][C:34]([CH:32]2[C:31]3[C:30](=[O:43])[CH2:29][CH2:28][CH2:27][C:26]=3[N:25]([C:44]3[CH:49]=[CH:48][CH:47]=[C:46]([C:50]([F:53])([F:51])[F:52])[CH:45]=3)[C:24](=[O:23])[N:33]2[C:8]([NH:4][CH3:1])=[O:12])=[C:35]([CH3:42])[CH:36]=1)#[N:39]. (6) Reactant: CN1CCOCC1.[C:8]([O:12][C:13]([NH:15][CH:16]([CH3:20])[C:17]([OH:19])=O)=[O:14])([CH3:11])([CH3:10])[CH3:9].ClC(OCC(C)C)=O.S(C1C=CC(C)=CC=1)(O)(=O)=O.[NH2:40][CH:41]([C:47](=[O:49])[CH3:48])[C:42]([O:44][CH2:45][CH3:46])=[O:43]. Product: [C:8]([O:12][C:13]([NH:15][CH:16]([CH3:20])[C:17]([NH:40][CH:41]([C:47](=[O:49])[CH3:48])[C:42]([O:44][CH2:45][CH3:46])=[O:43])=[O:19])=[O:14])([CH3:9])([CH3:10])[CH3:11]. The catalyst class is: 1. (7) Reactant: [Br:1][C:2]1[CH:7]=[CH:6][C:5]([CH2:8]O)=[CH:4][C:3]=1[CH3:10].S(Cl)([Cl:13])=O. Product: [Br:1][C:2]1[CH:7]=[CH:6][C:5]([CH2:8][Cl:13])=[CH:4][C:3]=1[CH3:10]. The catalyst class is: 2.